Dataset: Microsomal clearance measurements from AstraZeneca. Task: Regression/Classification. Given a drug SMILES string, predict its absorption, distribution, metabolism, or excretion properties. Task type varies by dataset: regression for continuous measurements (e.g., permeability, clearance, half-life) or binary classification for categorical outcomes (e.g., BBB penetration, CYP inhibition). For this dataset (clearance_microsome_az), we predict log10(clearance) (log10 of the in vitro intrinsic clearance, CLint, in uL/min per mg of human liver microsomal protein, equivalently mL/min/g; values are censored to the assay range of 3 to 150, which is 0.477 to 2.18 on this log10 scale). (1) The molecule is CCC(CC)NC(=O)c1c(C)nn(-c2ccccc2)c1NS(=O)(=O)c1ccc(C)cc1. The log10(clearance) is 1.37. (2) The molecule is CN1CCN(CCOc2n[nH]c3ncnc(Nc4ccc(OCc5ccccn5)c(Cl)c4)c23)CC1. The log10(clearance) is 1.48.